From a dataset of Experimentally validated miRNA-target interactions with 360,000+ pairs, plus equal number of negative samples. Binary Classification. Given a miRNA mature sequence and a target amino acid sequence, predict their likelihood of interaction. (1) The miRNA is hsa-miR-27b-5p with sequence AGAGCUUAGCUGAUUGGUGAAC. The protein sequence of the target gene is MASPPSSGQPRPPPPPPPPARLLLPLLLSLLLSLAPGAWGWARGAPRPPPSSPPLSIMGLMPLTKEVAKGSIGRGVLPAVELAIEQIRNESLLRPYFLDLRLYDTECDNAKGLKAFYDAIKYGPNHLMVFGGVCPSVTSIIAESLQGWNLVQLSFAATTPVLADKKKYPYFFRTVPSDNAVNPAILKLLKHFRWRRVGTLTQDVQRFSEVRNDLTGVLYGEDIEISDTESFSNDPCTSVKKLKGNDVRIILGQFDQNMAAKVFCCAFEESMFGSKYQWIIPGWYEPAWWEQVHVEANSSR.... Result: 0 (no interaction). (2) The miRNA is hsa-miR-4524a-5p with sequence AUAGCAGCAUGAACCUGUCUCA. The protein sequence of the target gene is MRDLRAQVTSGLLPFPEVTLQALGEDEITLESVLRGKFAAGKNGLACLACGPQLEVVNSITGERLSAYRFSGVNEQPPVVLAVKEFSWQKRTGLLIGLEETEGSVLCLYDLGISKVVKAVVLPGRVTAIEPIINHGGASASTQHLHPSLRWLFGVAAVVTDVGQILLVDLCLDDLSCNQNEVEASDLEVLTGIPAEVPHIRESVMRQGRHLCFQLVSPTGTAVSTLSYISRTNQLAVGFSDGYLALWNMKSMKREYYIQLESGQVPVYAVTFQEPENDPRNCCYLWAVQSTQDSEGDVLS.... Result: 0 (no interaction). (3) The miRNA is hsa-miR-4496 with sequence GAGGAAACUGAAGCUGAGAGGG. The protein sequence of the target gene is MDKKHILCFLVLLPLNMALISAESEEGVNQTDLGVTRNKIMTAQYECYQKIMQDPIQQAEGLYCNRTWDGWLCWNDVAAGTESMQYCPDYFQDFDPSEKVTKICDQDGHWFRHPDSNRTWTNYTLCNNSTHEKVKTALNLFYLTIIGHGLSIASLIISLIIFFYFKSLSCQRITLHKNLFFSFICNSIVTIIHLTAVANNQALVATNPVSCKVSQFIHLYLMGCNYFWMLCEGVYLHTLIVVAVFAEKQHLMWYYFLGWGFPLLPACIHAIARSLYYNDNCWISSDTHLLYIIHGPICAA.... Result: 0 (no interaction). (4) The miRNA is hsa-miR-3194-5p with sequence GGCCAGCCACCAGGAGGGCUG. The protein sequence of the target gene is MGLYGQACPSVTSLRMTSELESSLTSMDWLPQLTMRAAIQKSDATQNAHGTGISKKNALLDPNTTLDQEEVQQHKDGKPPYSYASLITFAINSSPKKKMTLSEIYQWICDNFPYYREAGSGWKNSIRHNLSLNKCFLKVPRSKDDPGKGSYWAIDTNPKEDVLPTRPKKRARSVERASTPYSIDSDSLGMECIISGSASPTLAINTVTNKVTLYNTDQDGSDSPRSSLNNSLSDQSLASVNLNSVGSVHSYTPVTSHPESVSQSLTPQQQPQYNLPERDKQLLFSEYNFEDLSASFRSLY.... Result: 0 (no interaction). (5) The miRNA is mmu-miR-665-3p with sequence ACCAGGAGGCUGAGGUCCCU. The protein sequence of the target gene is MSARATRPRSRRGRHAPPGELDPVAESSEEVEAASGSSKPSFAPPPVSSGLEQLGPMEEVSGQGLGSRTDKKMDGGSGRELASAPEVPHKPAVEAHQAPEAALQYKETVPPGNGAPDVFQTLQHTLSSLEAAAAAWRHQPPSHSGPMEFEGTSEGGAGSLGKQEGAGSCQREAARLAERNAWLRLALSSREDELVRTQASLEAIRAEKETLQKEVQELQDSLLRLEPCPHLSHNQAGGSGSGSSSSEADREPWETQDSFSLAHPLLRRLRSHSSTQILGSLPNQPLSPEMHIMEAQMEQL.... Result: 0 (no interaction). (6) The miRNA is rno-let-7a-5p with sequence UGAGGUAGUAGGUUGUAUAGUU. The protein sequence of the target gene is MQTSSSRSVHLSEWQKNYFAITSGICTGPKADAYRAQILRIQYAWANSEISQVCATKLFKKYAEKYSAIIDSDNVESGLNNYAENILTLAGSQQTDSDKWQSGLSINNVFKMSSVQKMMQAGKKFKDSLLEPALASVVIHKEATVFDLPKFSVCGSSQESDSLPNSAHDRDRTQDFPESNRLKLLQNAQPPMVTNTARTCPTFSAPVGESATAKFHVTPLFGNVKKENHSSAKENIGLNVFLSNQSCFPAACENPQRKSFYGSGTIDALSNPILNKACSKTEDNGPKEDSSLPTFKTAKE.... Result: 0 (no interaction).